Dataset: Reaction yield outcomes from USPTO patents with 853,638 reactions. Task: Predict the reaction yield, written as a fraction of the theoretical maximum amount of product (1.0 means a 100% yield; for example, 0.34 means a 34% yield). (1) The reactants are [Br:1][C:2]1[CH2:11][CH2:10][C:9]2[C:4](=[CH:5][C:6]([F:13])=[CH:7][C:8]=2[F:12])[C:3]=1[CH:14]=[O:15].ClC1C(=O)C(C#N)=C(C#N)C(=O)C=1Cl. The catalyst is C1(C)C=CC=CC=1. The product is [Br:1][C:2]1[CH:11]=[CH:10][C:9]2[C:4](=[CH:5][C:6]([F:13])=[CH:7][C:8]=2[F:12])[C:3]=1[CH:14]=[O:15]. The yield is 0.470. (2) The reactants are [ClH:1].[CH2:2]([C:4]1[CH:5]=[CH:6][C:7]([CH2:10][CH2:11][O:12][C:13]2[CH:26]=[CH:25][C:16]([CH2:17][C@H:18]3[S:22][C:21](=[O:23])[NH:20][C:19]3=[O:24])=[CH:15][CH:14]=2)=[N:8][CH:9]=1)[CH3:3]. The catalyst is CO. The product is [ClH:1].[CH2:2]([C:4]1[CH:5]=[CH:6][C:7]([CH2:10][CH2:11][O:12][C:13]2[CH:26]=[CH:25][C:16]([CH2:17][C@H:18]3[S:22][C:21](=[O:23])[NH:20][C:19]3=[O:24])=[CH:15][CH:14]=2)=[N:8][CH:9]=1)[CH3:3]. The yield is 1.00. (3) The reactants are [F:1][C:2]1[CH:7]=[CH:6][C:5]([C@H:8]([CH3:21])[CH2:9][N:10]2C(=O)C3C(=CC=CC=3)C2=O)=[CH:4][CH:3]=1.O.NN. The yield is 0.990. The catalyst is C1(C)C=CC=CC=1. The product is [F:1][C:2]1[CH:3]=[CH:4][C:5]([C@H:8]([CH3:21])[CH2:9][NH2:10])=[CH:6][CH:7]=1.